This data is from Full USPTO retrosynthesis dataset with 1.9M reactions from patents (1976-2016). The task is: Predict the reactants needed to synthesize the given product. (1) Given the product [O:11]=[C:19]1[C:18]2[CH:17]=[CH:16][CH:24]=[CH:23][C:29]=2[C:27](=[O:28])[N:13]1[C:16]1[CH:24]=[CH:23][C:19]([C:20]([NH:10][S:7]([C:5]2[S:6][C:2]([Cl:1])=[CH:3][CH:4]=2)(=[O:9])=[O:8])=[O:21])=[CH:18][CH:17]=1, predict the reactants needed to synthesize it. The reactants are: [Cl:1][C:2]1[S:6][C:5]([S:7]([NH2:10])(=[O:9])=[O:8])=[CH:4][CH:3]=1.[OH-:11].[Na+].[N+:13]([C:16]1[CH:24]=[CH:23][C:19]([C:20](Cl)=[O:21])=[CH:18][CH:17]=1)([O-])=O.Cl.C[C:27]([CH3:29])=[O:28]. (2) Given the product [Br:1][C:2]1[CH:7]=[CH:6][CH:5]=[CH:4][C:3]=1[O:8][CH2:10][C:11]1[CH:20]=[CH:19][C:14]([C:15]([O:17][CH3:18])=[O:16])=[CH:13][CH:12]=1, predict the reactants needed to synthesize it. The reactants are: [Br:1][C:2]1[CH:7]=[CH:6][CH:5]=[CH:4][C:3]=1[OH:8].Br[CH2:10][C:11]1[CH:20]=[CH:19][C:14]([C:15]([O:17][CH3:18])=[O:16])=[CH:13][CH:12]=1.C([O-])([O-])=O.[K+].[K+].CC#N. (3) The reactants are: [O:1]1[C:5]2[CH:6]=[CH:7][CH:8]=[CH:9][C:4]=2[C:3]([C:10](=[O:18])[CH2:11][C:12]2[CH:17]=[CH:16][CH:15]=[CH:14][CH:13]=2)=[N:2]1.[Br-:19].[Br-].[Br-].C1([N+](C)(C)C)C=CC=CC=1.C1([N+](C)(C)C)C=CC=CC=1.C1([N+](C)(C)C)C=CC=CC=1. Given the product [O:1]1[C:5]2[CH:6]=[CH:7][CH:8]=[CH:9][C:4]=2[C:3]([C:10](=[O:18])[CH:11]([Br:19])[C:12]2[CH:17]=[CH:16][CH:15]=[CH:14][CH:13]=2)=[N:2]1, predict the reactants needed to synthesize it. (4) Given the product [CH3:1][O:2][C:3]1[CH:4]=[C:5]([CH:21]=[CH:22][C:23]=1[O:24][CH3:25])[CH2:6][CH:7]1[C:16]2[C:11](=[CH:12][C:13]([O:19][CH3:20])=[CH:14][C:15]=2[O:17][CH3:18])[CH2:10][CH2:9][N:8]1[CH2:27][C:28]([NH:37][CH2:36][C:35]1[CH:38]=[CH:39][CH:40]=[CH:41][C:34]=1[O:33][CH2:31][CH3:32])=[O:29], predict the reactants needed to synthesize it. The reactants are: [CH3:1][O:2][C:3]1[CH:4]=[C:5]([CH:21]=[CH:22][C:23]=1[O:24][CH3:25])[CH2:6][CH:7]1[C:16]2[C:11](=[CH:12][C:13]([O:19][CH3:20])=[CH:14][C:15]=2[O:17][CH3:18])[CH2:10][CH2:9][NH:8]1.Br[CH2:27][C:28](Br)=[O:29].[CH2:31]([O:33][C:34]1[CH:41]=[CH:40][CH:39]=[CH:38][C:35]=1[CH2:36][NH2:37])[CH3:32]. (5) Given the product [C:34]([C:35]1[C:9](=[O:17])[C:8]2[C:13](=[CH:12][CH:11]=1)[C:14]1[C:6](=[CH:5][CH:4]=[CH:16][CH:15]=1)[CH:7]=2)([OH:33])=[O:36], predict the reactants needed to synthesize it. The reactants are: C([C:4]1[CH:16]=[CH:15][C:14]2[C:13]3[C:8](=[CH:9]C=[CH:11][CH:12]=3)[CH2:7][C:6]=2[CH:5]=1)(=O)C.[OH2:17].O.[Cr](O[Cr]([O-])(=O)=O)([O-])(=O)=O.[Na+].[Na+].C([O:33][C:34](=[O:36])[CH3:35])(=O)C. (6) Given the product [Br:21][C:18]1[CH:19]=[CH:20][C:12]2[C:11]3[N:22]=[C:8]([N:7]4[C:2]([CH3:25])([CH3:24])[C:3](=[O:4])[NH:5][C:6]4=[O:23])[S:9][C:10]=3[CH2:16][CH2:15][O:14][C:13]=2[CH:17]=1, predict the reactants needed to synthesize it. The reactants are: Br[C:2]([CH3:25])([CH3:24])[C:3]([NH:5][C:6](=[O:23])[NH:7][C:8]1[S:9][C:10]2[CH2:16][CH2:15][O:14][C:13]3[CH:17]=[C:18]([Br:21])[CH:19]=[CH:20][C:12]=3[C:11]=2[N:22]=1)=[O:4].C(=O)([O-])[O-].[Cs+].[Cs+]. (7) The reactants are: C(N(CC)CC)C.[CH3:8][C:9]1[N:13]([CH2:14][C:15]([N:17]2[CH2:22][CH2:21][CH:20]([C:23]3[S:24][CH:25]=[C:26]([C:28]#[C:29][Si](C)(C)C)[N:27]=3)[CH2:19][CH2:18]2)=[O:16])[N:12]=[C:11]([C:34]([F:37])([F:36])[F:35])[CH:10]=1.Br[C:39]1[CH:44]=[CH:43][C:42]([O:45][CH3:46])=[CH:41][CH:40]=1.[F-].C([N+](CCCC)(CCCC)CCCC)CCC. Given the product [CH3:46][O:45][C:42]1[CH:43]=[CH:44][C:39]([C:29]#[C:28][C:26]2[N:27]=[C:23]([CH:20]3[CH2:21][CH2:22][N:17]([C:15](=[O:16])[CH2:14][N:13]4[C:9]([CH3:8])=[CH:10][C:11]([C:34]([F:36])([F:35])[F:37])=[N:12]4)[CH2:18][CH2:19]3)[S:24][CH:25]=2)=[CH:40][CH:41]=1, predict the reactants needed to synthesize it. (8) Given the product [Cl:8][C:5]1[CH:6]=[C:7]([I:9])[C:2]([NH2:1])=[N:3][CH:4]=1, predict the reactants needed to synthesize it. The reactants are: [NH2:1][C:2]1[CH:7]=[CH:6][C:5]([Cl:8])=[CH:4][N:3]=1.[I:9]N1C(=O)CCC1=O.